This data is from NCI-60 drug combinations with 297,098 pairs across 59 cell lines. The task is: Regression. Given two drug SMILES strings and cell line genomic features, predict the synergy score measuring deviation from expected non-interaction effect. (1) Drug 1: C1=CN(C(=O)N=C1N)C2C(C(C(O2)CO)O)O.Cl. Drug 2: C1=CN(C=N1)CC(O)(P(=O)(O)O)P(=O)(O)O. Cell line: MALME-3M. Synergy scores: CSS=34.2, Synergy_ZIP=-5.87, Synergy_Bliss=1.22, Synergy_Loewe=-11.2, Synergy_HSA=-0.325. (2) Synergy scores: CSS=-6.63, Synergy_ZIP=6.23, Synergy_Bliss=3.01, Synergy_Loewe=-8.92, Synergy_HSA=-7.97. Cell line: COLO 205. Drug 1: CC1=C(C(=CC=C1)Cl)NC(=O)C2=CN=C(S2)NC3=CC(=NC(=N3)C)N4CCN(CC4)CCO. Drug 2: CC(C)(C#N)C1=CC(=CC(=C1)CN2C=NC=N2)C(C)(C)C#N. (3) Synergy scores: CSS=2.79, Synergy_ZIP=3.87, Synergy_Bliss=-2.43, Synergy_Loewe=-70.7, Synergy_HSA=-7.15. Cell line: MDA-MB-435. Drug 1: C1=CC(=CC=C1CCC2=CNC3=C2C(=O)NC(=N3)N)C(=O)NC(CCC(=O)O)C(=O)O. Drug 2: CC1=CC2C(CCC3(C2CCC3(C(=O)C)OC(=O)C)C)C4(C1=CC(=O)CC4)C. (4) Drug 1: CC(C1=C(C=CC(=C1Cl)F)Cl)OC2=C(N=CC(=C2)C3=CN(N=C3)C4CCNCC4)N. Drug 2: COC1=C2C(=CC3=C1OC=C3)C=CC(=O)O2. Cell line: SK-MEL-2. Synergy scores: CSS=8.62, Synergy_ZIP=-0.0602, Synergy_Bliss=4.17, Synergy_Loewe=-6.05, Synergy_HSA=0.196. (5) Drug 1: CC1=CC2C(CCC3(C2CCC3(C(=O)C)OC(=O)C)C)C4(C1=CC(=O)CC4)C. Drug 2: CN(C(=O)NC(C=O)C(C(C(CO)O)O)O)N=O. Cell line: OVCAR-5. Synergy scores: CSS=-6.19, Synergy_ZIP=0.836, Synergy_Bliss=-7.99, Synergy_Loewe=-11.8, Synergy_HSA=-11.5. (6) Drug 1: CN1CCC(CC1)COC2=C(C=C3C(=C2)N=CN=C3NC4=C(C=C(C=C4)Br)F)OC. Drug 2: C1=NNC2=C1C(=O)NC=N2. Cell line: HT29. Synergy scores: CSS=11.1, Synergy_ZIP=-0.227, Synergy_Bliss=5.31, Synergy_Loewe=-6.08, Synergy_HSA=0.892. (7) Drug 1: CN(C)N=NC1=C(NC=N1)C(=O)N. Drug 2: CCN(CC)CCNC(=O)C1=C(NC(=C1C)C=C2C3=C(C=CC(=C3)F)NC2=O)C. Cell line: UACC-257. Synergy scores: CSS=-6.84, Synergy_ZIP=3.47, Synergy_Bliss=-3.30, Synergy_Loewe=-8.73, Synergy_HSA=-9.17.